Dataset: Forward reaction prediction with 1.9M reactions from USPTO patents (1976-2016). Task: Predict the product of the given reaction. (1) Given the reactants [C:1]([C:5]1[CH:10]=[CH:9][C:8]([S:11]([CH:14]2[CH2:19][CH2:18][NH:17][CH2:16][CH2:15]2)(=[O:13])=[O:12])=[CH:7][CH:6]=1)([CH3:4])([CH3:3])[CH3:2].Cl[C:21]1[CH:30]=[CH:29][C:28]2[C:23](=[CH:24][CH:25]=[CH:26][CH:27]=2)[N:22]=1.CCN(C(C)C)C(C)C, predict the reaction product. The product is: [C:1]([C:5]1[CH:6]=[CH:7][C:8]([S:11]([CH:14]2[CH2:15][CH2:16][N:17]([C:21]3[CH:30]=[CH:29][C:28]4[C:23](=[CH:24][CH:25]=[CH:26][CH:27]=4)[N:22]=3)[CH2:18][CH2:19]2)(=[O:13])=[O:12])=[CH:9][CH:10]=1)([CH3:4])([CH3:2])[CH3:3]. (2) Given the reactants [F:1][C:2]1[CH:3]=[C:4]([CH:7]=[C:8]([F:10])[CH:9]=1)[NH:5][CH3:6].Br.Br[CH:13]([C:15]1[CH:16]=[C:17]([C:32]([N:34]2[CH2:38][CH2:37][CH2:36][CH2:35]2)=[O:33])[CH:18]=[C:19]2[C:24]=1[O:23][C:22]([N:25]1[CH2:30][CH2:29][O:28][CH2:27][CH2:26]1)=[CH:21][C:20]2=[O:31])[CH3:14].[I-].[K+], predict the reaction product. The product is: [F:1][C:2]1[CH:3]=[C:4]([N:5]([CH3:6])[CH:13]([C:15]2[CH:16]=[C:17]([C:32]([N:34]3[CH2:38][CH2:37][CH2:36][CH2:35]3)=[O:33])[CH:18]=[C:19]3[C:24]=2[O:23][C:22]([N:25]2[CH2:30][CH2:29][O:28][CH2:27][CH2:26]2)=[CH:21][C:20]3=[O:31])[CH3:14])[CH:7]=[C:8]([F:10])[CH:9]=1. (3) Given the reactants [CH3:1][CH:2]1[CH:6]2[C:7]([NH:9][CH:10]=[C:11]([CH3:12])[CH:5]2[CH2:4][CH2:3]1)=[O:8].I[CH2:14][CH2:15][CH2:16][CH2:17][CH2:18][CH3:19], predict the reaction product. The product is: [CH2:14]([N:9]1[CH2:10][C@@H:11]([CH3:12])[C@H:5]2[CH2:4][CH2:3][C@H:2]([CH3:1])[C@H:6]2[C:7]1=[O:8])[CH2:15][CH2:16][CH2:17][CH2:18][CH3:19]. (4) Given the reactants [Br:1][C:2]1[CH:9]=[C:8]([OH:10])[C:7]([O:11][CH3:12])=[CH:6][C:3]=1[CH:4]=[O:5].C(=O)([O-])[O-].[K+].[K+].Br[CH2:20][C:21]1[CH:26]=[CH:25][C:24]([C:27]([F:30])([F:29])[F:28])=[CH:23][C:22]=1[C:31]([F:34])([F:33])[F:32].O, predict the reaction product. The product is: [F:32][C:31]([F:33])([F:34])[C:22]1[CH:23]=[C:24]([C:27]([F:30])([F:28])[F:29])[CH:25]=[CH:26][C:21]=1[CH2:20][O:10][C:8]1[C:7]([O:11][CH3:12])=[CH:6][C:3]([CH:4]=[O:5])=[C:2]([Br:1])[CH:9]=1. (5) Given the reactants [CH3:1][NH:2][C:3]1[CH:11]=[CH:10][C:6]([C:7](Cl)=[O:8])=[CH:5][C:4]=1[N+:12]([O-:14])=[O:13].[CH2:15]([O:17][C:18]([CH2:20][CH2:21][NH:22][C:23]1[CH:28]=[CH:27][CH:26]=[CH:25][CH:24]=1)=[O:19])[CH3:16].C(N(CC)CC)C, predict the reaction product. The product is: [C:23]1([N:22]([CH2:21][CH2:20][C:18]([O:17][CH2:15][CH3:16])=[O:19])[C:7](=[O:8])[C:6]2[CH:10]=[CH:11][C:3]([NH:2][CH3:1])=[C:4]([N+:12]([O-:14])=[O:13])[CH:5]=2)[CH:28]=[CH:27][CH:26]=[CH:25][CH:24]=1. (6) Given the reactants [Cl:1][C:2]1[CH:7]=[CH:6][C:5]([S:8]([N:11]2[CH:19]3[CH2:20][CH2:21][CH2:22][CH:12]2[C:13]2[CH:14]=[N:15][NH:16][C:17]=2[CH2:18]3)(=[O:10])=[O:9])=[CH:4][CH:3]=1.[C:23]([O:26][C:27]([CH3:32])([CH3:31])[C:28](Cl)=[O:29])(=[O:25])[CH3:24], predict the reaction product. The product is: [Cl:1][C:2]1[CH:7]=[CH:6][C:5]([S:8]([N:11]2[CH:19]3[CH2:20][CH2:21][CH2:22][CH:12]2[C:13]2[C:17]([CH2:18]3)=[N:16][N:15]([C:28](=[O:29])[C:27]([O:26][C:23](=[O:25])[CH3:24])([CH3:32])[CH3:31])[CH:14]=2)(=[O:9])=[O:10])=[CH:4][CH:3]=1. (7) Given the reactants [F:1][CH:2]([F:22])[O:3][C:4]1[CH:12]=[CH:11][C:10]([B:13]2[O:17][C:16]([CH3:19])([CH3:18])[C:15]([CH3:21])([CH3:20])[O:14]2)=[CH:9][C:5]=1[C:6]([NH2:8])=[O:7].Br[C:24]1C=CC(OC(F)F)=C(C=1)C(NC)=O, predict the reaction product. The product is: [F:22][CH:2]([F:1])[O:3][C:4]1[CH:12]=[CH:11][C:10]([B:13]2[O:17][C:16]([CH3:18])([CH3:19])[C:15]([CH3:21])([CH3:20])[O:14]2)=[CH:9][C:5]=1[C:6]([NH:8][CH3:24])=[O:7].